From a dataset of Experimentally validated miRNA-target interactions with 360,000+ pairs, plus equal number of negative samples. Binary Classification. Given a miRNA mature sequence and a target amino acid sequence, predict their likelihood of interaction. (1) The miRNA is hsa-miR-4426 with sequence GAAGAUGGACGUACUUU. Result: 0 (no interaction). The protein sequence of the target gene is MESKYKEILLLTGLDNITDEELDRFKFFLSDEFNIATGKLHTANRIQVATLMIQNAGAVSAVMKTIRIFQKLNYMLLAKRLQEEKEKVDKQYKSVTKPKPLSQAEMSPAASAAIRNDVAKQRAAPKVSPHVKPEQKQMVAQQESIREGFQKRCLPVMVLKAKKPFTFETQEGKQEMFHATVATEKEFFFVKVFNTLLKDKFIPKRIIIIARYYRHSGFLEVNSASRVLDAESDQKVNVPLNIIRKAGETPKINTLQTQPLGTIVNGLFVVQKVTEKKKNILFDLSDNTGKMEVLGVRNED.... (2) The miRNA is hsa-miR-7153-3p with sequence CACCAUGGACGGUUUACC. The protein sequence of the target gene is MTTMTNSLISNSVSSVPESLFSSASIHRPVAINPAMLAQFSINLPVLPFESSASLGTSTTSSSRCSSTESSAAPGKIRRGRPQQEIADGQDAHSQKKRHRRLYARQYRAQMRQKVENVKSLHDEKEQLELEVKALRQAVSGLQQENAQKDFLISILQLNNQINHS. Result: 0 (no interaction). (3) The miRNA is hsa-miR-31-5p with sequence AGGCAAGAUGCUGGCAUAGCU. The protein sequence of the target gene is MRLWKAVVVTLAFMSVDICVTTAIYVFSHLDRSLLEDIRHFNIFDSVLDLWAACLYRSCLLLGATIGVAKNSALGPRRLRASWLVITLVCLFVGIYAMVKLLLFSEVRRPIRDPWFWALFVWTYISLGASFLLWWLLSTVRPGTQALEPGAATEAEGFPGSGRPPPEQASGATLQKLLSYTKPDVAFLVAASFFLIVAALGETFLPYYTGRAIDGIVIQKSMDQFSTAVVIVCLLAIGSSFAAGIRGGIFTLIFARLNIRLRNCLFRSLVSQETSFFDENRTGDLISRLTSDTTMVSDLV.... Result: 1 (interaction).